Dataset: Full USPTO retrosynthesis dataset with 1.9M reactions from patents (1976-2016). Task: Predict the reactants needed to synthesize the given product. (1) The reactants are: [Br:1][C:2]1[CH:3]=[CH:4][C:5]([C:9]2[C:17]3[C:12](=[CH:13][N:14]=[C:15]([C:18]4[CH:19]=[N:20][CH:21]=[CH:22][CH:23]=4)[CH:16]=3)[N:11](COCC[Si](C)(C)C)[N:10]=2)=[N:6][C:7]=1F.Cl.[NH:33]1[CH2:37][CH2:36][C@@H:35]([OH:38])[CH2:34]1. Given the product [Br:1][C:2]1[C:7]([N:33]2[CH2:37][CH2:36][C@@H:35]([OH:38])[CH2:34]2)=[N:6][C:5]([C:9]2[C:17]3[C:12](=[CH:13][N:14]=[C:15]([C:18]4[CH:19]=[N:20][CH:21]=[CH:22][CH:23]=4)[CH:16]=3)[NH:11][N:10]=2)=[CH:4][CH:3]=1, predict the reactants needed to synthesize it. (2) Given the product [N:1]1([CH2:6][C:7]2[CH:8]=[CH:9][C:10]([C@H:13]3[CH2:14][C@H:15]([CH2:17][N:29]4[CH2:33][CH2:32][CH2:31][CH2:30]4)[CH2:16]3)=[CH:11][CH:12]=2)[CH2:2][CH2:3][CH2:4][CH2:5]1, predict the reactants needed to synthesize it. The reactants are: [N:1]1([CH2:6][C:7]2[CH:12]=[CH:11][C:10]([C@H:13]3[CH2:16][C@H:15]([CH2:17]OS(C4C=CC(C)=CC=4)(=O)=O)[CH2:14]3)=[CH:9][CH:8]=2)[CH2:5][CH2:4][CH2:3][CH2:2]1.[NH:29]1[CH2:33][CH2:32][CH2:31][CH2:30]1. (3) Given the product [CH3:1][O:2][C:3]1[C:8]([O:9][CH3:10])=[CH:7][CH:6]=[CH:5][C:4]=1[C@@H:11]1[C:17]2[CH:18]=[C:19]([F:22])[CH:20]=[CH:21][C:16]=2[N:15]2[CH:23]=[CH:24][CH:25]=[C:14]2[C@@H:13]([CH2:26][CH2:27][N:28]2[N:32]=[N:31][C:30]([CH2:33][C:34]([OH:36])=[O:35])=[N:29]2)[O:12]1, predict the reactants needed to synthesize it. The reactants are: [CH3:1][O:2][C:3]1[C:8]([O:9][CH3:10])=[CH:7][CH:6]=[CH:5][C:4]=1[C@@H:11]1[C:17]2[CH:18]=[C:19]([F:22])[CH:20]=[CH:21][C:16]=2[N:15]2[CH:23]=[CH:24][CH:25]=[C:14]2[C@@H:13]([CH2:26][CH2:27][N:28]2[N:32]=[N:31][C:30]([CH2:33][C:34]([O:36]CC)=[O:35])=[N:29]2)[O:12]1.C(=O)([O-])[O-].[K+].[K+].Cl.C(OC(C)C)(C)C. (4) The reactants are: [Si]([O:8][CH2:9][C:10]1([C:33]2[CH:38]=[CH:37][CH:36]=[CH:35][CH:34]=2)[CH:14]=[C:13]([C:15]2[CH:20]=[C:19]([F:21])[CH:18]=[CH:17][C:16]=2[F:22])[CH2:12][N:11]1[C:23]([N:25]([CH3:32])[CH:26]1[CH2:31][CH2:30][NH:29][CH2:28][CH2:27]1)=[O:24])(C(C)(C)C)(C)C.Br[CH2:40][CH2:41][F:42].[H-].[Na+].[Br-].FC(F)(F)C(O)=O. Given the product [F:22][C:16]1[CH:17]=[CH:18][C:19]([F:21])=[CH:20][C:15]=1[C:13]1[CH2:12][N:11]([C:23]([N:25]([CH:26]2[CH2:27][CH2:28][N:29]([CH2:40][CH2:41][F:42])[CH2:30][CH2:31]2)[CH3:32])=[O:24])[C@:10]([CH2:9][OH:8])([C:33]2[CH:38]=[CH:37][CH:36]=[CH:35][CH:34]=2)[CH:14]=1, predict the reactants needed to synthesize it. (5) Given the product [CH3:26][O:27][C:28](=[O:39])[C:29]([N:32]1[CH2:33][CH2:34][CH:35]([S:38][C:2]2[C:3]([F:25])=[CH:4][C:5]3[O:14][CH2:13][CH2:12][N:11]4[C:7](=[N:8][C:9]([C:15]5[N:16]([CH:21]([CH3:23])[CH3:22])[N:17]=[C:18]([CH3:20])[N:19]=5)=[CH:10]4)[C:6]=3[CH:24]=2)[CH2:36][CH2:37]1)([CH3:31])[CH3:30], predict the reactants needed to synthesize it. The reactants are: Br[C:2]1[C:3]([F:25])=[CH:4][C:5]2[O:14][CH2:13][CH2:12][N:11]3[C:7](=[N:8][C:9]([C:15]4[N:16]([CH:21]([CH3:23])[CH3:22])[N:17]=[C:18]([CH3:20])[N:19]=4)=[CH:10]3)[C:6]=2[CH:24]=1.[CH3:26][O:27][C:28](=[O:39])[C:29]([N:32]1[CH2:37][CH2:36][CH:35]([SH:38])[CH2:34][CH2:33]1)([CH3:31])[CH3:30].CC1(C)C2C(=C(P(C3C=CC=CC=3)C3C=CC=CC=3)C=CC=2)OC2C(P(C3C=CC=CC=3)C3C=CC=CC=3)=CC=CC1=2.CCN(C(C)C)C(C)C. (6) Given the product [C:1]([C:3]1[CH:8]=[CH:7][C:6]([N:9]2[C:13]([C:14]3[CH:15]=[CH:16][C:17]([S:20]([CH3:23])(=[O:22])=[O:21])=[CH:18][CH:19]=3)=[CH:12][CH:11]=[C:10]2[CH2:24][CH2:25][C:26]([O:28][CH2:29][CH3:30])=[O:27])=[C:5]([CH3:31])[CH:4]=1)(=[O:33])[NH2:2], predict the reactants needed to synthesize it. The reactants are: [C:1]([C:3]1[CH:8]=[CH:7][C:6]([N:9]2[C:13]([C:14]3[CH:19]=[CH:18][C:17]([S:20]([CH3:23])(=[O:22])=[O:21])=[CH:16][CH:15]=3)=[CH:12][CH:11]=[C:10]2[CH2:24][CH2:25][C:26]([O:28][CH2:29][CH3:30])=[O:27])=[C:5]([CH3:31])[CH:4]=1)#[N:2].C(=O)([O-])[O-:33].[K+].[K+].OO.O. (7) Given the product [C:24]([O:23][C:21]([N:7]1[C@@H:8]([C:12]2[CH:13]=[C:14]([F:20])[C:15]([F:19])=[C:16]([F:18])[CH:17]=2)[CH2:9][O:10][CH2:11][C@H:6]1[CH2:5][CH2:4][CH2:3][C:2]([OH:29])=[O:1])=[O:22])([CH3:27])([CH3:26])[CH3:25], predict the reactants needed to synthesize it. The reactants are: [OH:1][CH2:2][CH2:3][CH2:4][CH2:5][C@@H:6]1[CH2:11][O:10][CH2:9][C@H:8]([C:12]2[CH:17]=[C:16]([F:18])[C:15]([F:19])=[C:14]([F:20])[CH:13]=2)[N:7]1[C:21]([O:23][C:24]([CH3:27])([CH3:26])[CH3:25])=[O:22].C(=O)([O-])[OH:29].[Na+].Cl[O-].[Na+].S([O-])([O-])=O.[Na+].[Na+].Cl.